Dataset: Reaction yield outcomes from USPTO patents with 853,638 reactions. Task: Predict the reaction yield, written as a fraction of the theoretical maximum amount of product (1.0 means a 100% yield; for example, 0.34 means a 34% yield). (1) The reactants are [O:1]=[C:2]1[CH2:11][C:10]2[C:9]([N:12]3[CH2:17][CH2:16][N:15]([CH2:18][CH2:19][CH2:20][CH2:21][O:22][C:23]4[N:32]=[C:31]5[C:26]([CH:27]=[CH:28][C:29](=[O:33])[NH:30]5)=[CH:25][CH:24]=4)[CH2:14][CH2:13]3)=[CH:8][CH:7]=[CH:6][C:5]=2[CH2:4][CH2:3]1.[BH4-].[Na+]. The catalyst is CO. The product is [OH:1][CH:2]1[CH2:11][C:10]2[C:9]([N:12]3[CH2:13][CH2:14][N:15]([CH2:18][CH2:19][CH2:20][CH2:21][O:22][C:23]4[N:32]=[C:31]5[C:26]([CH:27]=[CH:28][C:29](=[O:33])[NH:30]5)=[CH:25][CH:24]=4)[CH2:16][CH2:17]3)=[CH:8][CH:7]=[CH:6][C:5]=2[CH2:4][CH2:3]1. The yield is 0.500. (2) The reactants are [CH3:1][N:2]1[CH2:6][CH2:5][C@H:4]([O:7][C:8]2[CH:9]=[C:10]([CH:15]=[C:16]([O:18][CH2:19][C:20]3[CH:25]=[CH:24][CH:23]=[CH:22][CH:21]=3)[CH:17]=2)[C:11]([O:13]C)=[O:12])[C:3]1=[O:26].CO.[OH-].[Li+].O. The catalyst is C1COCC1. The product is [CH3:1][N:2]1[CH2:6][CH2:5][C@H:4]([O:7][C:8]2[CH:9]=[C:10]([CH:15]=[C:16]([O:18][CH2:19][C:20]3[CH:25]=[CH:24][CH:23]=[CH:22][CH:21]=3)[CH:17]=2)[C:11]([OH:13])=[O:12])[C:3]1=[O:26]. The yield is 0.920.